Predict the reactants needed to synthesize the given product. From a dataset of Full USPTO retrosynthesis dataset with 1.9M reactions from patents (1976-2016). (1) Given the product [C:1]([O:36][C:35]1[CH:34]=[CH:33][C:9]([C:10]([NH:12][NH:13][C:14]([C:16]2[O:17][CH:18]=[C:19]([C:27]3[CH:28]=[CH:29][CH:30]=[CH:31][CH:32]=3)[C:20]=2[C:21]2[CH:26]=[CH:25][CH:24]=[CH:23][CH:22]=2)=[O:15])=[O:11])=[CH:8][C:7]=1[C:5]#[N:6])(=[O:3])[CH3:2], predict the reactants needed to synthesize it. The reactants are: [C:1](Cl)(=[O:3])[CH3:2].[C:5]([C:7]1[CH:8]=[C:9]([CH:33]=[CH:34][C:35]=1[OH:36])[C:10]([NH:12][NH:13][C:14]([C:16]1[O:17][CH:18]=[C:19]([C:27]2[CH:32]=[CH:31][CH:30]=[CH:29][CH:28]=2)[C:20]=1[C:21]1[CH:26]=[CH:25][CH:24]=[CH:23][CH:22]=1)=[O:15])=[O:11])#[N:6].C(N(CC)CC)C.ClCCl. (2) Given the product [CH3:19][O:20][C:21]1[CH:26]=[CH:25][CH:24]=[CH:23][C:22]=1[S:27][CH2:29][C:30]1[CH:38]=[CH:37][C:33]([C:34]([OH:36])=[O:35])=[CH:32][CH:31]=1, predict the reactants needed to synthesize it. The reactants are: ClC1C=CC(SCCCCCCCC(O)=O)=CC=1.[CH3:19][O:20][C:21]1[CH:26]=[CH:25][CH:24]=[CH:23][C:22]=1[SH:27].Br[CH2:29][C:30]1[CH:38]=[CH:37][C:33]([C:34]([OH:36])=[O:35])=[CH:32][CH:31]=1.[OH-].[K+]. (3) Given the product [CH3:31][C@H:26]1[CH2:25][N:24]([C:4]2[N:3]=[C:2]([C:36]3[CH:37]=[CH:38][C:33]([NH2:32])=[CH:34][CH:35]=3)[N:7]=[C:6]3[N:8]([CH:11]4[CH2:12][CH2:13][N:14]([CH2:17][C:18]5[CH:19]=[N:20][CH:21]=[CH:22][CH:23]=5)[CH2:15][CH2:16]4)[N:9]=[CH:10][C:5]=23)[CH2:29][C@@H:28]([CH3:30])[O:27]1, predict the reactants needed to synthesize it. The reactants are: Cl[C:2]1[N:7]=[C:6]2[N:8]([CH:11]3[CH2:16][CH2:15][N:14]([CH2:17][C:18]4[CH:19]=[N:20][CH:21]=[CH:22][CH:23]=4)[CH2:13][CH2:12]3)[N:9]=[CH:10][C:5]2=[C:4]([N:24]2[CH2:29][C@@H:28]([CH3:30])[O:27][C@@H:26]([CH3:31])[CH2:25]2)[N:3]=1.[NH2:32][C:33]1[CH:38]=[CH:37][C:36](B2OC(C)(C)C(C)(C)O2)=[CH:35][CH:34]=1.C(=O)([O-])[O-].[Na+].[Na+].COCCOC.